Dataset: NCI-60 drug combinations with 297,098 pairs across 59 cell lines. Task: Regression. Given two drug SMILES strings and cell line genomic features, predict the synergy score measuring deviation from expected non-interaction effect. (1) Drug 1: CC1C(C(CC(O1)OC2CC(OC(C2O)C)OC3=CC4=CC5=C(C(=O)C(C(C5)C(C(=O)C(C(C)O)O)OC)OC6CC(C(C(O6)C)O)OC7CC(C(C(O7)C)O)OC8CC(C(C(O8)C)O)(C)O)C(=C4C(=C3C)O)O)O)O. Drug 2: C1=CC=C(C(=C1)C(C2=CC=C(C=C2)Cl)C(Cl)Cl)Cl. Cell line: UACC62. Synergy scores: CSS=25.6, Synergy_ZIP=-2.34, Synergy_Bliss=-2.87, Synergy_Loewe=-58.4, Synergy_HSA=-3.21. (2) Cell line: HS 578T. Synergy scores: CSS=0.364, Synergy_ZIP=-2.21, Synergy_Bliss=-2.96, Synergy_Loewe=-6.01, Synergy_HSA=-3.85. Drug 2: CS(=O)(=O)CCNCC1=CC=C(O1)C2=CC3=C(C=C2)N=CN=C3NC4=CC(=C(C=C4)OCC5=CC(=CC=C5)F)Cl. Drug 1: CN1C(=O)N2C=NC(=C2N=N1)C(=O)N. (3) Drug 1: C1=CC(=C2C(=C1NCCNCCO)C(=O)C3=C(C=CC(=C3C2=O)O)O)NCCNCCO. Drug 2: C1C(C(OC1N2C=NC3=C2NC=NCC3O)CO)O. Cell line: OVCAR-4. Synergy scores: CSS=17.1, Synergy_ZIP=-5.05, Synergy_Bliss=-4.91, Synergy_Loewe=-31.7, Synergy_HSA=-2.76. (4) Drug 1: CC1=C(C(=O)C2=C(C1=O)N3CC4C(C3(C2COC(=O)N)OC)N4)N. Drug 2: CC12CCC3C(C1CCC2OP(=O)(O)O)CCC4=C3C=CC(=C4)OC(=O)N(CCCl)CCCl.[Na+]. Cell line: SF-539. Synergy scores: CSS=24.8, Synergy_ZIP=-7.70, Synergy_Bliss=-16.0, Synergy_Loewe=-31.2, Synergy_HSA=-22.0. (5) Drug 1: CC12CCC3C(C1CCC2=O)CC(=C)C4=CC(=O)C=CC34C. Drug 2: C(CC(=O)O)C(=O)CN.Cl. Cell line: HT29. Synergy scores: CSS=16.8, Synergy_ZIP=-0.513, Synergy_Bliss=-0.338, Synergy_Loewe=-23.6, Synergy_HSA=0.390.